Dataset: Forward reaction prediction with 1.9M reactions from USPTO patents (1976-2016). Task: Predict the product of the given reaction. (1) Given the reactants [CH2:1]([O:8][C:9](=[O:61])[N:10]([C@@H:16]([CH2:36][CH2:37][CH:38]([F:60])[CH2:39][NH:40]C(C1C=CC=CC=1)(C1C=CC=CC=1)C1C=CC=CC=1)[CH2:17][O:18][Si:19]([C:32]([CH3:35])([CH3:34])[CH3:33])([C:26]1[CH:31]=[CH:30][CH:29]=[CH:28][CH:27]=1)[C:20]1[CH:25]=[CH:24][CH:23]=[CH:22][CH:21]=1)[CH2:11][CH2:12][CH:13]([CH3:15])[CH3:14])[C:2]1[CH:7]=[CH:6][CH:5]=[CH:4][CH:3]=1.FC(F)(F)C(O)=O.C([O-])(O)=O.[Na+], predict the reaction product. The product is: [CH2:1]([O:8][C:9](=[O:61])[N:10]([C@@H:16]([CH2:36][CH2:37][CH:38]([F:60])[CH2:39][NH2:40])[CH2:17][O:18][Si:19]([C:32]([CH3:35])([CH3:33])[CH3:34])([C:26]1[CH:27]=[CH:28][CH:29]=[CH:30][CH:31]=1)[C:20]1[CH:25]=[CH:24][CH:23]=[CH:22][CH:21]=1)[CH2:11][CH2:12][CH:13]([CH3:15])[CH3:14])[C:2]1[CH:7]=[CH:6][CH:5]=[CH:4][CH:3]=1. (2) Given the reactants [CH3:1][N:2]([CH3:13])[CH:3]1[CH2:7][CH2:6][N:5]([C@@H:8]2[CH2:11][C@H:10]([OH:12])[CH2:9]2)[CH2:4]1.CN1C=CN=C1.[Br:20][C:21]1[CH:26]=[CH:25][C:24]([S:27](Cl)(=[O:29])=[O:28])=[CH:23][CH:22]=1, predict the reaction product. The product is: [Br:20][C:21]1[CH:26]=[CH:25][C:24]([S:27]([O:12][C@H:10]2[CH2:11][C@@H:8]([N:5]3[CH2:6][CH2:7][CH:3]([N:2]([CH3:13])[CH3:1])[CH2:4]3)[CH2:9]2)(=[O:29])=[O:28])=[CH:23][CH:22]=1. (3) Given the reactants [CH3:1][O:2][C:3]1([C:10]2[CH:38]=[CH:37][C:36]([C:39]([F:42])([F:41])[F:40])=[CH:35][C:11]=2[CH2:12][N:13]([CH2:20][C:21]2[CH:26]=[C:25]([C:27]([F:30])([F:29])[F:28])[CH:24]=[C:23]([C:31]([F:34])([F:33])[F:32])[CH:22]=2)[C:14]2[N:15]=[N:16][N:17]([CH3:19])[N:18]=2)[CH2:9][CH2:8][CH2:7][CH2:6][CH2:5][CH2:4]1.C(=O)([O-])[O-].[Na+].[Na+].CN(C)C=O.BrC[CH2:56][O:57][Si:58]([C:61]([CH3:64])([CH3:63])[CH3:62])([CH3:60])[CH3:59], predict the reaction product. The product is: [CH3:1][O:2][C:3]1([C:10]2[CH:38]=[CH:37][C:36]([C:39]([F:42])([F:40])[F:41])=[CH:35][C:11]=2[CH2:12][N:13]([CH2:20][C:21]2[CH:26]=[C:25]([C:27]([F:28])([F:29])[F:30])[CH:24]=[C:23]([C:31]([F:34])([F:33])[F:32])[CH:22]=2)[C:14]2[N:15]=[N:16][N:17]([CH2:19][CH2:56][O:57][Si:58]([C:61]([CH3:64])([CH3:63])[CH3:62])([CH3:60])[CH3:59])[N:18]=2)[CH2:4][CH2:5][CH2:6][CH2:7][CH2:8][CH2:9]1. (4) Given the reactants Br[C:2]1[CH:7]=[CH:6][C:5]([N+:8]([O-:10])=[O:9])=[CH:4][C:3]=1[C:11]([F:14])([F:13])[F:12].[CH2:15]([OH:19])[CH2:16][C:17]#[CH:18].C(=O)([O-])[O-].[Cs+].[Cs+].[Cl-].[NH4+], predict the reaction product. The product is: [N+:8]([C:5]1[CH:6]=[CH:7][C:2]([C:18]#[C:17][CH2:16][CH2:15][OH:19])=[C:3]([C:11]([F:14])([F:13])[F:12])[CH:4]=1)([O-:10])=[O:9]. (5) Given the reactants [CH3:1][C:2]1[N:7]=[CH:6][C:5]([C:8]2[CH:9]=[CH:10][C:11]3[N:17]4[CH2:18][C@H:14]([CH2:15][CH2:16]4)[NH:13][C:12]=3[N:19]=2)=[CH:4][CH:3]=1.C(N(CC)CC)C.ClC(Cl)(O[C:31](=[O:37])OC(Cl)(Cl)Cl)Cl.[CH:39]1[C:48]2[CH:47]=[CH:46][CH:45]=[C:44]([NH2:49])[C:43]=2[CH:42]=[CH:41][N:40]=1, predict the reaction product. The product is: [CH:39]1[C:48]2[C:43](=[C:44]([NH:49][C:31]([N:13]3[C@@H:14]4[CH2:18][N:17]([CH2:16][CH2:15]4)[C:11]4[CH:10]=[CH:9][C:8]([C:5]5[CH:6]=[N:7][C:2]([CH3:1])=[CH:3][CH:4]=5)=[N:19][C:12]3=4)=[O:37])[CH:45]=[CH:46][CH:47]=2)[CH:42]=[CH:41][N:40]=1. (6) Given the reactants C(O[C:4](=[O:21])[CH2:5][C:6]([CH:8]1[CH2:13][CH2:12][N:11]([C:14]([O:16][C:17]([CH3:20])([CH3:19])[CH3:18])=[O:15])[CH2:10][CH2:9]1)=O)C.[Cl:22][C:23]1[CH:24]=[CH:25][CH:26]=[C:27]2[C:31]=1[NH:30][N:29]=[C:28]2[NH2:32].P([O-])([O-])([O-])=O.[K+].[K+].[K+], predict the reaction product. The product is: [Cl:22][C:23]1[C:31]2[C:27](=[C:28]3[NH:32][C:6]([CH:8]4[CH2:9][CH2:10][N:11]([C:14]([O:16][C:17]([CH3:18])([CH3:19])[CH3:20])=[O:15])[CH2:12][CH2:13]4)=[CH:5][C:4](=[O:21])[N:29]3[N:30]=2)[CH:26]=[CH:25][CH:24]=1.